From a dataset of Full USPTO retrosynthesis dataset with 1.9M reactions from patents (1976-2016). Predict the reactants needed to synthesize the given product. (1) Given the product [C:61]([O:60][C:59](=[O:65])[CH2:58][N:54]1[CH:55]=[CH:56][N:57]=[C:53]1[CH2:52][N:51]([CH2:66][C:67]1[N:68]([CH2:72][C:73](=[O:74])[O:75][C:76]([CH3:79])([CH3:78])[CH3:77])[CH:69]=[CH:70][N:71]=1)[CH2:50][CH2:49][CH2:48][CH2:47][C@H:43]([NH:42][C:10](=[O:11])[CH2:9][CH2:8][C@@H:7]([C:6]([O:5][C:1]([CH3:4])([CH3:3])[CH3:2])=[O:41])[NH:20][C:21](=[O:40])[NH:22][C@H:23]([C:24]([O:26][C:27]([CH3:28])([CH3:29])[CH3:30])=[O:25])[CH2:31][CH2:32][C:33](=[O:34])[O:35][C:36]([CH3:39])([CH3:38])[CH3:37])[C:44]([OH:46])=[O:45])([CH3:62])([CH3:64])[CH3:63], predict the reactants needed to synthesize it. The reactants are: [C:1]([O:5][C:6](=[O:41])[C@@H:7]([NH:20][C:21](=[O:40])[NH:22][C@@H:23]([CH2:31][CH2:32][C:33]([O:35][C:36]([CH3:39])([CH3:38])[CH3:37])=[O:34])[C:24]([O:26][C:27]([CH3:30])([CH3:29])[CH3:28])=[O:25])[CH2:8][CH2:9][C:10](ON1C(=O)CCC1=O)=[O:11])([CH3:4])([CH3:3])[CH3:2].[NH2:42][C@@H:43]([CH2:47][CH2:48][CH2:49][CH2:50][N:51]([CH2:66][C:67]1[N:68]([CH2:72][C:73]([O:75][C:76]([CH3:79])([CH3:78])[CH3:77])=[O:74])[CH:69]=[CH:70][N:71]=1)[CH2:52][C:53]1[N:54]([CH2:58][C:59](=[O:65])[O:60][C:61]([CH3:64])([CH3:63])[CH3:62])[CH:55]=[CH:56][N:57]=1)[C:44]([OH:46])=[O:45].CCN(C(C)C)C(C)C. (2) Given the product [C:5]([O:4][CH:2]1[C:14]2=[N:15][CH:16]=[C:11]([N+:8]([O-:10])=[O:9])[C:12]([N:21]3[CH2:26][CH2:25][CH2:24][C@H:23]([NH:27][C:28]([O:29][C:30]([CH3:33])([CH3:31])[CH3:32])=[O:34])[CH2:22]3)=[C:13]2[CH2:20][CH2:1]1)(=[O:6])[CH3:7], predict the reactants needed to synthesize it. The reactants are: [CH3:1][C:2]([O:4][C:5]([CH3:7])=[O:6])=O.[N+:8]([C:11]1[C:12]([N:21]2[CH2:26][CH2:25][CH2:24][C@H:23]([NH:27][C:28](=[O:34])[O:29][C:30]([CH3:33])([CH3:32])[CH3:31])[CH2:22]2)=[C:13]2[CH2:20]CC[C:14]2=[N+:15]([O-])[CH:16]=1)([O-:10])=[O:9]. (3) Given the product [Br:1][C:2]1[CH:3]=[C:4]2[C:8](=[CH:9][CH:10]=1)[NH:7][C:6]1[CH:11]([NH:16][C:18]3[N:23]=[CH:22][CH:21]=[CH:20][N:19]=3)[CH2:12][CH2:13][CH2:14][CH2:15][C:5]2=1, predict the reactants needed to synthesize it. The reactants are: [Br:1][C:2]1[CH:3]=[C:4]2[C:8](=[CH:9][CH:10]=1)[NH:7][C:6]1[CH:11]([NH2:16])[CH2:12][CH2:13][CH2:14][CH2:15][C:5]2=1.Cl[C:18]1[N:23]=[CH:22][CH:21]=[CH:20][N:19]=1. (4) Given the product [CH3:7][N:6]([CH3:8])[C:4]([C:3]1[CH:9]=[C:10]([C:14]2[CH:15]=[C:16]3[C:22]([C:23]4[CH:28]=[CH:27][CH:26]=[CH:25][C:24]=4[O:29][CH3:30])=[CH:21][N:20]([S:31]([C:34]4[CH:35]=[CH:36][C:37]([CH3:40])=[CH:38][CH:39]=4)(=[O:32])=[O:33])[C:17]3=[N:18][CH:19]=2)[CH:11]=[C:12]([F:13])[C:2]=1[NH:1][C:56]([CH:55]1[CH2:59][CH2:60][CH2:61][N:54]1[C:52](=[O:53])[C:51]([F:63])([F:50])[F:62])=[O:57])=[O:5], predict the reactants needed to synthesize it. The reactants are: [NH2:1][C:2]1[C:12]([F:13])=[CH:11][C:10]([C:14]2[CH:15]=[C:16]3[C:22]([C:23]4[CH:28]=[CH:27][CH:26]=[CH:25][C:24]=4[O:29][CH3:30])=[CH:21][N:20]([S:31]([C:34]4[CH:39]=[CH:38][C:37]([CH3:40])=[CH:36][CH:35]=4)(=[O:33])=[O:32])[C:17]3=[N:18][CH:19]=2)=[CH:9][C:3]=1[C:4]([N:6]([CH3:8])[CH3:7])=[O:5].C(N(CC)C(C)C)(C)C.[F:50][C:51]([F:63])([F:62])[C:52]([N:54]1[CH2:61][CH2:60][CH2:59][C@H:55]1[C:56](Cl)=[O:57])=[O:53]. (5) Given the product [CH3:34][C:29]1([CH3:35])[C:30]([CH3:33])([CH3:32])[O:31][B:27]([C:2]2[CH:3]=[C:4]3[C:24](=[CH:25][CH:26]=2)[C:8]2[NH:9][C:10]([C@@H:12]4[CH2:16][CH2:15][CH2:14][N:13]4[C:17]([O:19][C:20]([CH3:23])([CH3:22])[CH3:21])=[O:18])=[N:11][C:7]=2[CH2:6][CH2:5]3)[O:28]1, predict the reactants needed to synthesize it. The reactants are: Br[C:2]1[CH:3]=[C:4]2[C:24](=[CH:25][CH:26]=1)[C:8]1[NH:9][C:10]([C@@H:12]3[CH2:16][CH2:15][CH2:14][N:13]3[C:17]([O:19][C:20]([CH3:23])([CH3:22])[CH3:21])=[O:18])=[N:11][C:7]=1[CH2:6][CH2:5]2.[B:27]1([B:27]2[O:31][C:30]([CH3:33])([CH3:32])[C:29]([CH3:35])([CH3:34])[O:28]2)[O:31][C:30]([CH3:33])([CH3:32])[C:29]([CH3:35])([CH3:34])[O:28]1.CC([O-])=O.[K+]. (6) Given the product [F:26][C:2]([F:1])([F:25])[C:3]1[N:7]2[N:8]=[C:9]([N:12]3[CH2:17][CH2:16][CH:15]([C:18]4[CH:19]=[CH:20][C:21]([OH:24])=[CH:22][CH:23]=4)[CH2:14][CH2:13]3)[CH2:10][CH2:11][C:6]2=[N:5][N:4]=1, predict the reactants needed to synthesize it. The reactants are: [F:1][C:2]([F:26])([F:25])[C:3]1[N:7]2[N:8]=[C:9]([N:12]3[CH2:17][CH2:16][CH:15]([C:18]4[CH:23]=[CH:22][C:21]([OH:24])=[CH:20][CH:19]=4)[CH2:14][CH2:13]3)[CH:10]=[CH:11][C:6]2=[N:5][N:4]=1.